Task: Binary Classification. Given a miRNA mature sequence and a target amino acid sequence, predict their likelihood of interaction.. Dataset: Experimentally validated miRNA-target interactions with 360,000+ pairs, plus equal number of negative samples (1) The miRNA is hsa-miR-1287-3p with sequence CUCUAGCCACAGAUGCAGUGAU. The protein sequence of the target gene is MNFLPNGICFYLSVAICWFSSRVDASWWYMGTLGSQVMCDNIPGLINKQRQLCRQHPKVMQAIGAGIKNWIGECQHQFRTHRWNCNTMAREHNLFGRLLHRSSREAAFVYAISSAGMVYTLTRACSQGELENCSCDPGKKGSSRDAKGAFDWGGCSDHVDHAIKFTQVFIDAKERKERDARALMNLHNNRAGRKAVKRFMNLECKCHGVSGSCNVRTCWLAMADFRQTGDYLRKKYNNAIQVVMNQYGTGFTSAYRMLKRPNKNDLVYFEDSPDYCIWDHESGSVGTGGRVCNRTSRGTD.... Result: 0 (no interaction). (2) The miRNA is mmu-miR-143-3p with sequence UGAGAUGAAGCACUGUAGCUC. The protein sequence of the target gene is MKENYCLQAALVCLSMLYHSQAFALERRSHLHPSFHGHHEKGKEGQVLQRSKRGWVWNQFFVIEEYTGPDPVLVGRLHSDIDSGDGNIKYILSGEGAGTIFVIDDKSGNIHATKTLDREERAQYTLMAQAVDRDTNRPLEPPSEFIVKVQDINDNPPEFLHEIYHANVPERSNVGTSVIQVTASDADDPTYGNSAKLVYSILEGQPYFSVEAQTGIIRTALPNMDREAKEEYHVVIQAKDMGGHMGGLSGTTKVTITLTDVNDNPPKFPQSVYQMSVSEAAVPGEEVGRVKAKDPDIGEN.... Result: 0 (no interaction). (3) The miRNA is mmu-miR-721 with sequence CAGUGCAAUUAAAAGGGGGAA. The protein sequence of the target gene is MDASEEPLPPVIYTMENKPIVTCAGDQNLFTSVYPTLSQQLPREPMEWRRSYGRAPKMIHLESNFVQFKEELLPKEGNKALLTFPFLHIYWTECCDTEVYKATVKDDLTKWQNVLKAHSSVDWLIVIVENDAKKKNKTNILPRTSIVDKIRNDFCNKQSDRCVVLSDPLKDSSRTQESWNAFLTKLRTLLLMSFTKNLGKFEDDMRTLREKRTEPGWSFCEYFMVQEELAFVFEMLQQFEDALVQYDELDALFSQYVVNFGAGDGANWLTFFCQPVKSWNGLILRKPIDMEKRESIQRRE.... Result: 0 (no interaction). (4) The protein sequence of the target gene is MIIPSLEELDSLKYSDLQNLAKSLGLRANLRATKLLKALKGYIKHEARKGNENQDESQTSASSCDETEIQISNQEEAERQPLGHVTKTRRRCKTVRVDPDSQQNHSEIKISNPTEFQNHEKQESQDLRATAKVPSPPDEHQEAENAVSSGNRDSKVPSEGKKSLYTDESSKPGKNKRTAITTPNFKKLHEAHFKEMESIDQYIERKKKHFEEHNSMNELKQQPINKGGVRTPVPPRGRLSVASTPISQRRSQGRSCGPASQSTLGLKGSLKRSAISAAKTGVRFSAATKDNEHKRSLTKT.... Result: 0 (no interaction). The miRNA is cel-miR-80-5p with sequence AGCUUUCGACAUGAUUCUGAAC.